From a dataset of Forward reaction prediction with 1.9M reactions from USPTO patents (1976-2016). Predict the product of the given reaction. (1) Given the reactants [OH:1][C:2]1([C:22]([F:25])([F:24])[F:23])[N:6]([C:7]2[CH:15]=[CH:14][C:10]([C:11]([OH:13])=[O:12])=[CH:9][N:8]=2)[N:5]=[C:4]([C:16]2[CH:17]=[N:18][CH:19]=[CH:20][CH:21]=2)[CH2:3]1.[CH2:26]([NH2:32])[CH2:27][CH2:28][CH2:29][CH2:30][CH3:31].CN(C)CCCN=C=NCC.O.ON1C2C=CC=CC=2N=N1.C(N(C(C)C)CC)(C)C.C(=O)(O)[O-].[Na+], predict the reaction product. The product is: [OH:1][C:2]1([C:22]([F:25])([F:24])[F:23])[N:6]([C:7]2[CH:15]=[CH:14][C:10]([C:11]([OH:13])=[O:12])=[CH:9][N:8]=2)[N:5]=[C:4]([C:16]2[CH:17]=[N:18][CH:19]=[CH:20][CH:21]=2)[CH2:3]1.[CH2:26]([NH:32][C:11](=[O:13])[C:10]1[CH:14]=[CH:15][C:7]([N:6]2[C:2]([OH:1])([C:22]([F:23])([F:25])[F:24])[CH2:3][C:4]([C:16]3[CH:17]=[N:18][CH:19]=[CH:20][CH:21]=3)=[N:5]2)=[N:8][CH:9]=1)[CH2:27][CH2:28][CH2:29][CH2:30][CH3:31]. (2) Given the reactants [CH2:1]1[C:9]2[C:4](=[CH:5][CH:6]=[CH:7][CH:8]=2)[CH2:3][CH:2]1[NH:10][C:11]1[N:12]=[CH:13][C:14]2[CH2:20][N:19]([C:21]([C:23]3[CH:28]=[CH:27][C:26]([C:29]#[C:30][Si](C)(C)C)=[CH:25][N:24]=3)=[O:22])[CH2:18][CH2:17][C:15]=2[N:16]=1, predict the reaction product. The product is: [C:29]([C:26]1[CH:27]=[CH:28][C:23]([C:21]([N:19]2[CH2:18][CH2:17][C:15]3[N:16]=[C:11]([NH:10][CH:2]4[CH2:1][C:9]5[C:4](=[CH:5][CH:6]=[CH:7][CH:8]=5)[CH2:3]4)[N:12]=[CH:13][C:14]=3[CH2:20]2)=[O:22])=[N:24][CH:25]=1)#[CH:30]. (3) Given the reactants [NH:1]1[CH2:4][CH:3]([O:5][C:6]2[N:7]=[C:8]([C:19]3[CH:24]=[CH:23][C:22]([Cl:25])=[CH:21][CH:20]=3)[C:9]([C:12]3[CH:17]=[CH:16][C:15]([Cl:18])=[CH:14][CH:13]=3)=[N:10][CH:11]=2)[CH2:2]1.[C:26](Cl)(=[O:30])[CH:27]([CH3:29])[CH3:28], predict the reaction product. The product is: [Cl:18][C:15]1[CH:14]=[CH:13][C:12]([C:9]2[N:10]=[CH:11][C:6]([O:5][CH:3]3[CH2:2][N:1]([C:26](=[O:30])[CH:27]([CH3:29])[CH3:28])[CH2:4]3)=[N:7][C:8]=2[C:19]2[CH:24]=[CH:23][C:22]([Cl:25])=[CH:21][CH:20]=2)=[CH:17][CH:16]=1. (4) Given the reactants [CH3:1][C:2]([Si:5]([CH3:28])([CH3:27])[O:6][C@H:7]1[C@@H:12]([NH:13][C:14](=[O:19])[O:15][CH2:16][CH2:17]Cl)[CH2:11][CH2:10][N:9]([CH2:20][C:21]2[CH:26]=[CH:25][CH:24]=[CH:23][CH:22]=2)[CH2:8]1)([CH3:4])[CH3:3].[H-].[Na+], predict the reaction product. The product is: [CH3:1][C:2]([Si:5]([CH3:28])([CH3:27])[O:6][C@H:7]1[C@@H:12]([N:13]2[CH2:17][CH2:16][O:15][C:14]2=[O:19])[CH2:11][CH2:10][N:9]([CH2:20][C:21]2[CH:26]=[CH:25][CH:24]=[CH:23][CH:22]=2)[CH2:8]1)([CH3:4])[CH3:3]. (5) The product is: [CH3:13][N:11]([CH3:12])[N:8]1[CH2:7][CH2:6][C:5]2([NH:14][C:15](=[O:26])[CH:16]([C:17]3[C:18]([CH3:25])=[CH:19][C:20]([CH3:24])=[CH:21][C:22]=3[CH3:23])[C:3]2=[O:4])[CH2:10][CH2:9]1. Given the reactants CO[C:3]([C:5]1([NH:14][C:15](=[O:26])[CH2:16][C:17]2[C:22]([CH3:23])=[CH:21][C:20]([CH3:24])=[CH:19][C:18]=2[CH3:25])[CH2:10][CH2:9][N:8]([N:11]([CH3:13])[CH3:12])[CH2:7][CH2:6]1)=[O:4].CC(C)([O-])C.[K+].O.Cl, predict the reaction product. (6) Given the reactants [C:1]1([CH2:7][C:8]([OH:10])=O)[CH:6]=[CH:5][CH:4]=[CH:3][CH:2]=1.CN(C(ON1N=NC2C=CC=NC1=2)=[N+](C)C)C.F[P-](F)(F)(F)(F)F.C1C=CC2N(O)N=NC=2C=1.CCN(C(C)C)C(C)C.[NH2:54][CH2:55][C:56]1[O:60][C:59]([C:61]2[CH:66]=[CH:65][C:64]([C:67]3[C:72]([CH3:73])=[CH:71][CH:70]=[C:69]([C:74]([NH:76][CH:77]4[CH2:79][CH2:78]4)=[O:75])[CH:68]=3)=[CH:63][CH:62]=2)=[N:58][N:57]=1, predict the reaction product. The product is: [CH:77]1([NH:76][C:74]([C:69]2[CH:68]=[C:67]([C:64]3[CH:65]=[CH:66][C:61]([C:59]4[O:60][C:56]([CH2:55][NH:54][C:8](=[O:10])[CH2:7][C:1]5[CH:2]=[CH:3][CH:4]=[CH:5][CH:6]=5)=[N:57][N:58]=4)=[CH:62][CH:63]=3)[C:72]([CH3:73])=[CH:71][CH:70]=2)=[O:75])[CH2:79][CH2:78]1. (7) Given the reactants Cl[CH:2]([C:6](=O)[CH3:7])[C:3](=O)[CH3:4].[Cl:9][C:10]1[CH:11]=[C:12]([OH:17])[CH:13]=[C:14]([Cl:16])[CH:15]=1.C(=O)([O-])[O-].[Cs+].[Cs+].O.[NH2:25][NH2:26], predict the reaction product. The product is: [Cl:9][C:10]1[CH:11]=[C:12]([CH:13]=[C:14]([Cl:16])[CH:15]=1)[O:17][C:2]1[C:6]([CH3:7])=[N:25][NH:26][C:3]=1[CH3:4]. (8) Given the reactants [OH:1][C:2]1[C:7]([CH:8]([CH3:10])[CH3:9])=[N:6][N:5]([CH2:11][C:12]2[CH:17]=[CH:16][CH:15]=[CH:14][CH:13]=2)[C:4](=[O:18])[C:3]=1[C:19]([O:21]CC)=O.CC(C)[C:26](=O)[C:27]([O:29]CC)=[O:28].C(O)(=O)C.[N:38]12CCCC=C1CCCCN2.Cl, predict the reaction product. The product is: [OH:1][C:2]1[C:7]([CH:8]([CH3:9])[CH3:10])=[N:6][N:5]([CH2:11][C:12]2[CH:13]=[CH:14][CH:15]=[CH:16][CH:17]=2)[C:4](=[O:18])[C:3]=1[C:19]([NH:38][CH2:26][C:27]([OH:29])=[O:28])=[O:21]. (9) Given the reactants [F:1][C:2]([F:20])([F:19])[C:3]1[CH:18]=[CH:17][C:6]([CH2:7][NH:8][C:9]2[N:14]=[CH:13][C:12]([CH:15]=[O:16])=[CH:11][CH:10]=2)=[CH:5][CH:4]=1.[C:21]([O:25][C:26](O[C:26]([O:25][C:21]([CH3:24])([CH3:23])[CH3:22])=[O:27])=[O:27])([CH3:24])([CH3:23])[CH3:22].C(N(CC)C(C)C)(C)C.C(N(CC)C1C=CN=CC=1)C, predict the reaction product. The product is: [C:21]([O:25][C:26](=[O:27])[N:8]([C:9]1[CH:10]=[CH:11][C:12]([CH:15]=[O:16])=[CH:13][N:14]=1)[CH2:7][C:6]1[CH:17]=[CH:18][C:3]([C:2]([F:1])([F:19])[F:20])=[CH:4][CH:5]=1)([CH3:24])([CH3:23])[CH3:22].